Dataset: NCI-60 drug combinations with 297,098 pairs across 59 cell lines. Task: Regression. Given two drug SMILES strings and cell line genomic features, predict the synergy score measuring deviation from expected non-interaction effect. Drug 1: CC(C)(C#N)C1=CC=C(C=C1)N2C3=C4C=C(C=CC4=NC=C3N(C2=O)C)C5=CC6=CC=CC=C6N=C5. Drug 2: C1CCC(C(C1)[NH-])[NH-].C(=O)(C(=O)[O-])[O-].[Pt+4]. Cell line: SW-620. Synergy scores: CSS=68.2, Synergy_ZIP=0.348, Synergy_Bliss=-0.408, Synergy_Loewe=-1.95, Synergy_HSA=6.35.